Dataset: Cav3 T-type calcium channel HTS with 100,875 compounds. Task: Binary Classification. Given a drug SMILES string, predict its activity (active/inactive) in a high-throughput screening assay against a specified biological target. (1) The drug is Fc1cc2nnn(C3CCN(CC3)CC(=O)Nc3cc4CCCc4cc3)c2cc1. The result is 1 (active). (2) The molecule is O(c1cc(N\C=C2\c3c(NC2=O)cccc3)cc(OC)c1OC)C. The result is 0 (inactive). (3) The molecule is FC(F)(F)C(NC(=O)NCc1cc2OCOc2cc1)(CC)C(F)(F)F. The result is 0 (inactive). (4) The drug is S(=O)(=O)(/N=c1/sccn1C)c1ccc(cc1)C. The result is 0 (inactive).